This data is from Peptide-MHC class II binding affinity with 134,281 pairs from IEDB. The task is: Regression. Given a peptide amino acid sequence and an MHC pseudo amino acid sequence, predict their binding affinity value. This is MHC class II binding data. The peptide sequence is ASLMRGLSSRKRRSH. The MHC is DRB5_0101 with pseudo-sequence DRB5_0101. The binding affinity (normalized) is 0.936.